From a dataset of Forward reaction prediction with 1.9M reactions from USPTO patents (1976-2016). Predict the product of the given reaction. (1) Given the reactants C([O:8][C:9]1[CH:10]=[C:11]2[C:16](=[CH:17][CH:18]=1)[CH:15]([C:19]1[CH:24]=[CH:23][C:22]([O:25][CH2:26][CH2:27][N:28]3[CH2:32][CH2:31][CH2:30][CH2:29]3)=[CH:21][CH:20]=1)[N:14]([S:33]([C:36]1[C:37]([CH3:42])=[N:38][O:39][C:40]=1[CH3:41])(=[O:35])=[O:34])[CH2:13][CH2:12]2)C1C=CC=CC=1.C([O-])=O.[NH4+], predict the reaction product. The product is: [NH2:38][C:37]([CH3:42])=[C:36]([S:33]([N:14]1[CH2:13][CH2:12][C:11]2[C:16](=[CH:17][CH:18]=[C:9]([OH:8])[CH:10]=2)[CH:15]1[C:19]1[CH:20]=[CH:21][C:22]([O:25][CH2:26][CH2:27][N:28]2[CH2:32][CH2:31][CH2:30][CH2:29]2)=[CH:23][CH:24]=1)(=[O:35])=[O:34])[C:40](=[O:39])[CH3:41]. (2) The product is: [Br:9][C:10]1[CH:15]=[C:14]([CH2:16][N:3]2[CH2:7][CH2:6][CH2:5][C:4]2=[O:8])[CH:13]=[N:12][CH:11]=1. Given the reactants [H-].[Na+].[NH:3]1[CH2:7][CH2:6][CH2:5][C:4]1=[O:8].[Br:9][C:10]1[CH:11]=[N:12][CH:13]=[C:14]([CH2:16]Cl)[CH:15]=1, predict the reaction product. (3) Given the reactants Cl[C:2]1[CH:3]=[C:4]([CH:27]=[CH:28][N:29]=1)[C:5]([NH:7][C:8]1[C:17]2[C:12](=[CH:13][CH:14]=[CH:15][CH:16]=2)[C:11]([O:18][CH2:19][CH2:20][N:21]2[CH2:26][CH2:25][O:24][CH2:23][CH2:22]2)=[CH:10][CH:9]=1)=[O:6].[NH:30]1[CH2:35][CH2:34][CH2:33][CH2:32][CH2:31]1, predict the reaction product. The product is: [N:21]1([CH2:20][CH2:19][O:18][C:11]2[C:12]3[C:17](=[CH:16][CH:15]=[CH:14][CH:13]=3)[C:8]([NH:7][C:5]([C:4]3[CH:27]=[CH:28][N:29]=[C:2]([N:30]4[CH2:35][CH2:34][CH2:33][CH2:32][CH2:31]4)[CH:3]=3)=[O:6])=[CH:9][CH:10]=2)[CH2:26][CH2:25][O:24][CH2:23][CH2:22]1.